This data is from Full USPTO retrosynthesis dataset with 1.9M reactions from patents (1976-2016). The task is: Predict the reactants needed to synthesize the given product. Given the product [CH2:15]([N:3]([CH2:1][CH3:2])[C:4]1[N:9]=[C:8]([CH:10]=[O:13])[CH:7]=[C:6]([CH3:14])[CH:5]=1)[CH3:16], predict the reactants needed to synthesize it. The reactants are: [CH2:1]([N:3]([CH2:15][CH3:16])[C:4]1[N:9]=[C:8]([CH:10]([OH:13])CO)[CH:7]=[C:6]([CH3:14])[CH:5]=1)[CH3:2].